This data is from Peptide-MHC class I binding affinity with 185,985 pairs from IEDB/IMGT. The task is: Regression. Given a peptide amino acid sequence and an MHC pseudo amino acid sequence, predict their binding affinity value. This is MHC class I binding data. (1) The MHC is Mamu-B01 with pseudo-sequence Mamu-B01. The binding affinity (normalized) is 0.0509. The peptide sequence is GDMTPAERLI. (2) The peptide sequence is RIKQIINMW. The MHC is HLA-A30:02 with pseudo-sequence HLA-A30:02. The binding affinity (normalized) is 0.323.